From a dataset of Full USPTO retrosynthesis dataset with 1.9M reactions from patents (1976-2016). Predict the reactants needed to synthesize the given product. (1) Given the product [CH3:18][C@@H:19]([NH:29][CH2:30][C@H:31]([OH:42])[C:32]1[CH:37]=[CH:36][C:35]([OH:38])=[C:34]([NH:39][CH:40]=[O:41])[CH:33]=1)[CH2:20][C:21]1[CH:26]=[CH:25][C:24]([O:27][CH3:28])=[CH:23][CH:22]=1.[CH:9]([OH:10])([C:8]([OH:17])=[O:16])[CH:11]([OH:12])[C:13]([OH:15])=[O:14], predict the reactants needed to synthesize it. The reactants are: C(O)C.C(O)(C)C.[C:8]([OH:17])(=[O:16])[C@@H:9]([C@H:11]([C:13]([OH:15])=[O:14])[OH:12])[OH:10].[CH3:18][C@@H:19]([NH:29][CH2:30][C@H:31]([OH:42])[C:32]1[CH:37]=[CH:36][C:35]([OH:38])=[C:34]([NH:39][CH:40]=[O:41])[CH:33]=1)[CH2:20][C:21]1[CH:26]=[CH:25][C:24]([O:27][CH3:28])=[CH:23][CH:22]=1. (2) Given the product [F:19][CH:20]([F:31])[O:21][C:22]1[CH:29]=[CH:28][C:25]([CH:26]([C:8]2([C:4]3[CH:5]=[CH:6][CH:7]=[C:2]([F:1])[CH:3]=3)[S:9][CH2:10][CH2:11][CH2:12][S:13]2)[OH:27])=[CH:24][C:23]=1[CH3:30], predict the reactants needed to synthesize it. The reactants are: [F:1][C:2]1[CH:3]=[C:4]([CH:8]2[S:13][CH2:12][CH2:11][CH2:10][S:9]2)[CH:5]=[CH:6][CH:7]=1.[Li]CCCC.[F:19][CH:20]([F:31])[O:21][C:22]1[CH:29]=[CH:28][C:25]([CH:26]=[O:27])=[CH:24][C:23]=1[CH3:30].